Dataset: Buchwald-Hartwig C-N cross coupling reaction yields with 55,370 reactions. Task: Predict the reaction yield, written as a fraction of the theoretical maximum amount of product (1.0 means a 100% yield; for example, 0.34 means a 34% yield). The reactants are FC(F)(F)c1ccc(Br)cc1.Cc1ccc(N)cc1.O=S(=O)(O[Pd]1c2ccccc2-c2ccccc2N~1)C(F)(F)F.COc1ccc(OC)c(P([C@]23C[C@H]4C[C@H](C[C@H](C4)C2)C3)[C@]23C[C@H]4C[C@H](C[C@H](C4)C2)C3)c1-c1c(C(C)C)cc(C(C)C)cc1C(C)C.CN(C)C(=NC(C)(C)C)N(C)C.Cc1cc(-c2ccccc2)on1. No catalyst specified. The product is Cc1ccc(Nc2ccc(C(F)(F)F)cc2)cc1. The yield is 0.336.